This data is from Cav3 T-type calcium channel HTS with 100,875 compounds. The task is: Binary Classification. Given a drug SMILES string, predict its activity (active/inactive) in a high-throughput screening assay against a specified biological target. (1) The molecule is O(C1(C(=O)c2c(cc(n(CCCOC(C)C)c2)CCCC)=CC1=O)C)C(=O)CC. The result is 0 (inactive). (2) The drug is Oc1c2[n+]([O-])c(ccc2c(cc1C)C)C. The result is 0 (inactive). (3) The drug is s1c(C2NC(=O)NC(=C2C(=O)C)C)ccc1. The result is 0 (inactive). (4) The drug is Fc1c(OCc2ccc(cc2)C(O)=O)c(F)c(F)cc1F. The result is 0 (inactive). (5) The drug is s1c2n(c(c1C(=O)NCc1cc3OCOc3cc1)C)cc(n2)c1ccc(F)cc1. The result is 0 (inactive). (6) The result is 0 (inactive). The compound is O=C1N(C(=O)C2C3CC(C12)CC3)CNc1ccc(NC(=O)C)cc1. (7) The compound is S(=O)(=O)(Nc1nc(nc(c1)C)C)c1ccc(NC(=O)c2c(OC)cccc2OC)cc1. The result is 0 (inactive).